Dataset: Reaction yield outcomes from USPTO patents with 853,638 reactions. Task: Predict the reaction yield, written as a fraction of the theoretical maximum amount of product (1.0 means a 100% yield; for example, 0.34 means a 34% yield). (1) The reactants are [Cl:1][C:2]1[CH:7]=[C:6]([N+:8]([O-])=O)[CH:5]=[CH:4][C:3]=1[C:11]#[C:12][Si:13]([CH3:16])([CH3:15])[CH3:14].[Cl-].[NH4+]. The catalyst is CO.O.[Fe]. The product is [Cl:1][C:2]1[CH:7]=[C:6]([CH:5]=[CH:4][C:3]=1[C:11]#[C:12][Si:13]([CH3:14])([CH3:16])[CH3:15])[NH2:8]. The yield is 0.840. (2) The reactants are [Cl:1][C:2]1[C:3]2[NH:10][CH:9]=[CH:8][C:4]=2[N:5]=[CH:6][N:7]=1.[H-].[Na+].[CH3:13]I. The catalyst is CN(C=O)C.CCOC(C)=O. The product is [Cl:1][C:2]1[C:3]2[N:10]([CH3:13])[CH:9]=[CH:8][C:4]=2[N:5]=[CH:6][N:7]=1. The yield is 0.930. (3) The reactants are Br[C:2]1[CH:3]=[C:4]([C:10]2[CH:15]=[CH:14][C:13]([C:16]([F:19])([F:18])[F:17])=[CH:12][CH:11]=2)[CH:5]=[C:6]([F:9])[C:7]=1[NH2:8].[C:20]([O:24][CH2:25][CH3:26])(=[O:23])[CH:21]=[CH2:22].C(N(C(C)C)CC)(C)C.C1(C)C=CC=CC=1P(C1C=CC=CC=1C)C1C=CC=CC=1C. The catalyst is C(#N)CC.C([O-])(=O)C.[Pd+2].C([O-])(=O)C. The product is [NH2:8][C:7]1[C:6]([F:9])=[CH:5][C:4]([C:10]2[CH:15]=[CH:14][C:13]([C:16]([F:19])([F:18])[F:17])=[CH:12][CH:11]=2)=[CH:3][C:2]=1/[CH:22]=[CH:21]/[C:20]([O:24][CH2:25][CH3:26])=[O:23]. The yield is 0.960. (4) The product is [ClH:17].[CH3:1][C:2]1[N:7]=[C:6]([S:8][CH2:9][C:10]2[N:11]=[C:12]([CH3:15])[S:13][CH:14]=2)[N:5]=[C:4]([OH:16])[CH:3]=1. The reactants are [CH3:1][C:2]1[N:7]=[C:6]([S:8][CH2:9][C:10]2[N:11]=[C:12]([CH3:15])[S:13][CH:14]=2)[N:5]=[C:4]([OH:16])[CH:3]=1.[ClH:17].O1CCOCC1. The catalyst is CO. The yield is 1.00. (5) The reactants are [C:1]([O:5][C:6]([N:8]1[CH2:13][CH2:12][CH:11]([OH:14])[CH2:10][CH2:9]1)=[O:7])([CH3:4])([CH3:3])[CH3:2].O[C:16]1[CH:17]=[N:18][CH:19]=[CH:20][CH:21]=1.C1(P(C2C=CC=CC=2)C2C=CC=CC=2)C=CC=CC=1.N(C(OCC)=O)=NC(OCC)=O. The catalyst is O1CCCC1. The product is [C:1]([O:5][C:6]([N:8]1[CH2:13][CH2:12][CH:11]([O:14][C:16]2[CH:17]=[N:18][CH:19]=[CH:20][CH:21]=2)[CH2:10][CH2:9]1)=[O:7])([CH3:4])([CH3:2])[CH3:3]. The yield is 0.722. (6) The product is [CH3:1][C:2]1[S:3][CH:4]=[C:5]([C:7]2[CH:12]=[CH:11][C:10]([NH2:13])=[CH:9][CH:8]=2)[N:6]=1. The reactants are [CH3:1][C:2]1[S:3][CH:4]=[C:5]([C:7]2[CH:12]=[CH:11][C:10]([N+:13]([O-])=O)=[CH:9][CH:8]=2)[N:6]=1. The yield is 0.990. The catalyst is [Pd].C(OCC)(=O)C. (7) The reactants are [F:1][C:2]1[CH:24]=[C:23]([NH:25][C:26]([NH:28][C:29](=[O:37])[CH2:30][C:31]2[CH:36]=[CH:35][CH:34]=[CH:33][CH:32]=2)=[S:27])[CH:22]=[CH:21][C:3]=1[O:4][C:5]1[CH:10]=[CH:9][N:8]=[C:7]([NH:11][C:12]([N:14]2[CH2:19][CH2:18][C:17](=O)[CH2:16][CH2:15]2)=[O:13])[CH:6]=1.Cl.[CH3:39][NH:40][CH3:41].C(O[BH-](OC(=O)C)OC(=O)C)(=O)C.[Na+]. The catalyst is ClCCl. The product is [CH3:39][N:40]([CH3:41])[CH:17]1[CH2:18][CH2:19][N:14]([C:12]([NH:11][C:7]2[CH:6]=[C:5]([O:4][C:3]3[CH:21]=[CH:22][C:23]([NH:25][C:26]([NH:28][C:29](=[O:37])[CH2:30][C:31]4[CH:32]=[CH:33][CH:34]=[CH:35][CH:36]=4)=[S:27])=[CH:24][C:2]=3[F:1])[CH:10]=[CH:9][N:8]=2)=[O:13])[CH2:15][CH2:16]1. The yield is 0.570. (8) The product is [CH3:26][N:27]1[CH:31]=[C:30]([C:2]2[C:7]3[N:8]=[C:9]([NH:12][C:13]4[CH:18]=[CH:17][C:16]([C:19]5[CH:20]=[N:21][N:22]([CH3:24])[CH:23]=5)=[CH:15][C:14]=4[CH3:25])[N:10]=[CH:11][C:6]=3[CH:5]=[CH:4][N:3]=2)[CH:29]=[N:28]1. The reactants are Cl[C:2]1[C:7]2[N:8]=[C:9]([NH:12][C:13]3[CH:18]=[CH:17][C:16]([C:19]4[CH:20]=[N:21][N:22]([CH3:24])[CH:23]=4)=[CH:15][C:14]=3[CH3:25])[N:10]=[CH:11][C:6]=2[CH:5]=[CH:4][N:3]=1.[CH3:26][N:27]1[CH:31]=[C:30](B2OC(C)(C)C(C)(C)O2)[CH:29]=[N:28]1.C(=O)([O-])[O-].[Cs+].[Cs+]. The yield is 0.520. The catalyst is O1CCOCC1.O.CCOC(C)=O.C1C=CC([P]([Pd]([P](C2C=CC=CC=2)(C2C=CC=CC=2)C2C=CC=CC=2)([P](C2C=CC=CC=2)(C2C=CC=CC=2)C2C=CC=CC=2)[P](C2C=CC=CC=2)(C2C=CC=CC=2)C2C=CC=CC=2)(C2C=CC=CC=2)C2C=CC=CC=2)=CC=1. (9) The reactants are [C:1]([O:4][C@@H:5]1[CH2:29][CH2:28][C@@:27]2([CH3:30])[C@H:7]([CH2:8][CH2:9][C@@H:10]3[C:26]2=[CH:25][CH2:24][C@@:23]2([CH3:31])[C@H:11]3[CH2:12][CH:13]=[C:14]2[C@H:15]([CH3:22])/[CH:16]=[CH:17]/[C:18]([O:20][CH3:21])=[O:19])[CH2:6]1)(=[O:3])[CH3:2]. The catalyst is CCOC(C)=O.O=[Pt]=O. The product is [C:1]([O:4][C@@H:5]1[CH2:29][CH2:28][C@@:27]2([CH3:30])[C@H:7]([CH2:8][CH2:9][C@@H:10]3[C:26]2=[CH:25][CH2:24][C@@:23]2([CH3:31])[C@H:11]3[CH2:12][CH2:13][C@@H:14]2[C@H:15]([CH3:22])[CH2:16][CH2:17][C:18]([O:20][CH3:21])=[O:19])[CH2:6]1)(=[O:3])[CH3:2]. The yield is 0.960.